From a dataset of Forward reaction prediction with 1.9M reactions from USPTO patents (1976-2016). Predict the product of the given reaction. (1) Given the reactants Cl[C:2]1[C:11]2[C:6](=[CH:7][C:8]([S:12]([N:15]([C:25]3[S:26][C:27]([F:30])=[CH:28][N:29]=3)CC3C=CC(OC)=CC=3)(=[O:14])=[O:13])=[CH:9][CH:10]=2)[CH:5]=[N:4][N:3]=1.[CH3:31][O:32][C:33]1[CH:38]=[C:37]([C:39]([F:42])([F:41])[F:40])[CH:36]=[CH:35][C:34]=1B(O)O.P([O-])([O-])([O-])=O.[K+].[K+].[K+].O1CCOCC1, predict the reaction product. The product is: [F:30][C:27]1[S:26][C:25]([NH:15][S:12]([C:8]2[CH:7]=[C:6]3[C:11](=[CH:10][CH:9]=2)[C:2]([C:34]2[CH:35]=[CH:36][C:37]([C:39]([F:42])([F:41])[F:40])=[CH:38][C:33]=2[O:32][CH3:31])=[N:3][N:4]=[CH:5]3)(=[O:13])=[O:14])=[N:29][CH:28]=1. (2) Given the reactants [CH3:1][O:2][C:3]1[CH:4]=[C:5](B(O)O)[CH:6]=[C:7]([O:9][CH3:10])[CH:8]=1.Br[C:15]1[CH:24]=[CH:23][C:22]([C:25]([OH:27])=[O:26])=[C:21]2[C:16]=1[CH:17]=[CH:18][CH:19]=[N:20]2.C([O-])([O-])=O.[Na+].[Na+].[OH-].[Na+], predict the reaction product. The product is: [CH3:1][O:2][C:3]1[CH:4]=[C:5]([C:15]2[CH:24]=[CH:23][C:22]([C:25]([OH:27])=[O:26])=[C:21]3[C:16]=2[CH:17]=[CH:18][CH:19]=[N:20]3)[CH:6]=[C:7]([O:9][CH3:10])[CH:8]=1.